The task is: Regression. Given a peptide amino acid sequence and an MHC pseudo amino acid sequence, predict their binding affinity value. This is MHC class II binding data.. This data is from Peptide-MHC class II binding affinity with 134,281 pairs from IEDB. The peptide sequence is LGGLWTAVSPHLSPL. The MHC is DRB5_0101 with pseudo-sequence DRB5_0101. The binding affinity (normalized) is 0.454.